Dataset: Forward reaction prediction with 1.9M reactions from USPTO patents (1976-2016). Task: Predict the product of the given reaction. (1) Given the reactants [C:1]([C:3]1[CH:26]=[CH:25][C:6]([NH:7][C:8]2[C:9]([OH:24])([CH3:23])[CH:10](S([O-])(=O)=O)C=C(CCC=O)C=2C)=[CH:5][C:4]=1[C:27]([F:30])([F:29])[F:28])#[N:2].[I-:31].[Na+].C(OCC)(=[O:35])C, predict the reaction product. The product is: [C:1]([C:3]1[CH:26]=[CH:25][C:6]([NH:7][C:8](=[O:35])[C:9]([OH:24])([CH3:23])[CH2:10][I:31])=[CH:5][C:4]=1[C:27]([F:30])([F:29])[F:28])#[N:2]. (2) Given the reactants [CH3:1][C:2]1[O:12][C:5]2[CH2:6][N:7]([CH3:11])[CH2:8][CH:9]([OH:10])[C:4]=2[CH:3]=1.[Br:13][C:14]1[CH:19]=[CH:18][C:17](O)=[CH:16][C:15]=1[Cl:21], predict the reaction product. The product is: [ClH:21].[Br:13][C:14]1[CH:19]=[CH:18][C:17]([O:10][CH:9]2[CH2:8][N:7]([CH3:11])[CH2:6][C:5]3[O:12][C:2]([CH3:1])=[CH:3][C:4]2=3)=[CH:16][C:15]=1[Cl:21]. (3) Given the reactants C1(P(C2C=CC=CC=2)C2C=CC3C(=CC=CC=3)C=2C2C3C(=CC=CC=3)C=CC=2P(C2C=CC=CC=2)C2C=CC=CC=2)C=CC=CC=1.C(=O)([O-])[O-].[Cs+].[Cs+].[C:53]([N:56]1[C:64]2[C:59](=[CH:60][C:61]([O:66][CH3:67])=[C:62](Br)[CH:63]=2)[CH2:58][CH2:57]1)(=[O:55])[CH3:54].[CH3:68][C@H:69]1[CH2:74][NH:73][CH2:72][C@@H:71]([CH3:75])[NH:70]1, predict the reaction product. The product is: [C:53]([N:56]1[C:64]2[C:59](=[CH:60][C:61]([O:66][CH3:67])=[C:62]([N:73]3[CH2:72][C@H:71]([CH3:75])[NH:70][C@H:69]([CH3:68])[CH2:74]3)[CH:63]=2)[CH2:58][CH2:57]1)(=[O:55])[CH3:54]. (4) Given the reactants [Cl:1][C:2]1[CH:18]=[CH:17][C:5]2[CH2:6][CH2:7][N:8]([C:11](=[O:16])[C:12]([F:15])([F:14])[F:13])[CH2:9][CH2:10][C:4]=2[C:3]=1OS(C(F)(F)F)(=O)=O.[C:27]([NH:31][C:32]([CH2:34][CH2:35][C:36]1[CH:43]=[CH:42][C:39]([CH2:40][NH2:41])=[CH:38][CH:37]=1)=[O:33])([CH3:30])([CH3:29])[CH3:28], predict the reaction product. The product is: [C:27]([NH:31][C:32]([CH2:34][CH2:35][C:36]1[CH:43]=[CH:42][C:39]([CH2:40][NH:41][C:3]2[C:4]3[CH2:10][CH2:9][N:8]([C:11](=[O:16])[C:12]([F:15])([F:14])[F:13])[CH2:7][CH2:6][C:5]=3[CH:17]=[CH:18][C:2]=2[Cl:1])=[CH:38][CH:37]=1)=[O:33])([CH3:30])([CH3:28])[CH3:29]. (5) Given the reactants CS([C:5]1[N:10]=[CH:9][C:8]2=[CH:11][CH:12]=[C:13]([C:14]3[CH:19]=[CH:18][CH:17]=[CH:16][C:15]=3[O:20][CH3:21])[N:7]2[N:6]=1)(=O)=O.[C-]#N.[K+].[CH3:25][N:26]1CCCC1=O.CCOC(C)=O, predict the reaction product. The product is: [CH3:21][O:20][C:15]1[CH:16]=[CH:17][CH:18]=[CH:19][C:14]=1[C:13]1[N:7]2[C:8]([CH:9]=[N:10][C:5]([C:25]#[N:26])=[N:6]2)=[CH:11][CH:12]=1. (6) Given the reactants [Cl:1][C:2]1[CH:3]=[C:4]([S:20](Cl)(=[O:22])=[O:21])[CH:5]=[C:6]([Cl:19])[C:7]=1[O:8][C:9]1[CH:14]=[CH:13][C:12]([N+:15]([O-:17])=[O:16])=[CH:11][C:10]=1[Cl:18].[OH-].[NH4+:25], predict the reaction product. The product is: [Cl:1][C:2]1[CH:3]=[C:4]([S:20]([NH2:25])(=[O:22])=[O:21])[CH:5]=[C:6]([Cl:19])[C:7]=1[O:8][C:9]1[CH:14]=[CH:13][C:12]([N+:15]([O-:17])=[O:16])=[CH:11][C:10]=1[Cl:18]. (7) Given the reactants [NH:1]1[C:9]2[C:4](=[CH:5][C:6]([CH2:10][CH:11]([O:15][CH2:16][CH2:17][CH3:18])[C:12]([OH:14])=[O:13])=[CH:7][CH:8]=2)[CH:3]=[CH:2]1.[C:19](=O)([O-])O.[Na+].CI, predict the reaction product. The product is: [CH3:19][O:13][C:12](=[O:14])[CH:11]([O:15][CH2:16][CH2:17][CH3:18])[CH2:10][C:6]1[CH:5]=[C:4]2[C:9](=[CH:8][CH:7]=1)[NH:1][CH:2]=[CH:3]2. (8) Given the reactants [F:1][C:2]1[CH:3]=[CH:4][C:5]2[N:9]=[CH:8][NH:7][C:6]=2[CH:10]=1.[Cl:11][CH2:12][CH2:13][CH2:14][CH2:15]Br, predict the reaction product. The product is: [Cl:11][CH2:12][CH2:13][CH2:14][CH2:15][N:7]1[C:6]2[CH:10]=[C:2]([F:1])[CH:3]=[CH:4][C:5]=2[N:9]=[CH:8]1. (9) Given the reactants [Br:1][C:2]1[CH:10]=[C:9]2[C:5]([CH2:6][CH2:7][C@@H:8]2O)=[CH:4][CH:3]=1.C[CH2:13][N:14](CC)[CH2:15]C.CS(Cl)(=O)=O.CNC, predict the reaction product. The product is: [Br:1][C:2]1[CH:10]=[C:9]2[C:5]([CH2:6][CH2:7][C@H:8]2[N:14]([CH3:15])[CH3:13])=[CH:4][CH:3]=1. (10) Given the reactants [CH2:1]([O:8][C:9]([N:11](C(OCC1C=CC=CC=1)=O)[C:12]1[C:21]2[N:22]=[C:23]([CH2:30][O:31][CH2:32][CH3:33])[N:24]([CH2:25][C:26]([OH:29])([CH3:28])[CH3:27])[C:20]=2[C:19]2[CH:18]=[CH:17][C:16]([CH2:34][CH2:35][C:36]([O:38][CH2:39][CH3:40])=[O:37])=[CH:15][C:14]=2[N:13]=1)=[O:10])[C:2]1[CH:7]=[CH:6][CH:5]=[CH:4][CH:3]=1.[CH2:51]([N:58]([CH2:63][C:64]1[CH:69]=[CH:68][CH:67]=[CH:66][CH:65]=1)[CH2:59][C:60](O)=[O:61])[C:52]1[CH:57]=[CH:56][CH:55]=[CH:54][CH:53]=1.C(N=C=NCCCN(C)C)C, predict the reaction product. The product is: [CH2:1]([O:8][C:9]([NH:11][C:12]1[C:21]2[N:22]=[C:23]([CH2:30][O:31][CH2:32][CH3:33])[N:24]([CH2:25][C:26]([O:29][C:60](=[O:61])[CH2:59][N:58]([CH2:51][C:52]3[CH:57]=[CH:56][CH:55]=[CH:54][CH:53]=3)[CH2:63][C:64]3[CH:69]=[CH:68][CH:67]=[CH:66][CH:65]=3)([CH3:28])[CH3:27])[C:20]=2[C:19]2[CH:18]=[CH:17][C:16]([CH2:34][CH2:35][C:36]([O:38][CH2:39][CH3:40])=[O:37])=[CH:15][C:14]=2[N:13]=1)=[O:10])[C:2]1[CH:7]=[CH:6][CH:5]=[CH:4][CH:3]=1.